Task: Predict the reactants needed to synthesize the given product.. Dataset: Full USPTO retrosynthesis dataset with 1.9M reactions from patents (1976-2016) (1) Given the product [CH3:24][C:17]1([CH3:23])[CH2:16][C:15]2[C:19](=[CH:20][CH:21]=[C:13]([NH:12][C:10]3[CH:11]=[C:6]([NH:5][C:1](=[O:3])[CH3:2])[CH:7]=[CH:8][C:9]=3[CH3:25])[CH:14]=2)[C:18]1=[O:22], predict the reactants needed to synthesize it. The reactants are: [C:1](Cl)(=[O:3])[CH3:2].[NH2:5][C:6]1[CH:7]=[CH:8][C:9]([CH3:25])=[C:10]([NH:12][C:13]2[CH:14]=[C:15]3[C:19](=[CH:20][CH:21]=2)[C:18](=[O:22])[C:17]([CH3:24])([CH3:23])[CH2:16]3)[CH:11]=1. (2) Given the product [C:27]([S:26][S:25][CH2:24][C@H:20]([NH:19][C:1]([O:2][CH2:3][C:4]1[CH:9]=[C:8]([O:10][CH3:11])[C:7]([O:12][CH3:13])=[CH:6][C:5]=1[N+:14]([O-:16])=[O:15])=[O:17])[C:21]([O:23][CH2:39][C:40]#[N:41])=[O:22])([CH3:30])([CH3:29])[CH3:28], predict the reactants needed to synthesize it. The reactants are: [C:1](Cl)(=[O:17])[O:2][CH2:3][C:4]1[CH:9]=[C:8]([O:10][CH3:11])[C:7]([O:12][CH3:13])=[CH:6][C:5]=1[N+:14]([O-:16])=[O:15].[NH2:19][C@@H:20]([CH2:24][S:25][S:26][C:27]([CH3:30])([CH3:29])[CH3:28])[C:21]([OH:23])=[O:22].C(=O)([O-])[O-].[Na+].[Na+].Cl.Br[CH2:39][C:40]#[N:41].C(N(C(C)C)C(C)C)C.[Cl-].[NH4+]. (3) Given the product [NH2:12][C:11]1[C:2]([Cl:1])=[C:3]([CH:8]=[CH:9][CH:10]=1)[C:4]([O:6][CH3:7])=[O:5], predict the reactants needed to synthesize it. The reactants are: [Cl:1][C:2]1[C:11]([N+:12]([O-])=O)=[CH:10][CH:9]=[CH:8][C:3]=1[C:4]([O:6][CH3:7])=[O:5]. (4) Given the product [C:29]([C:21]1[CH:22]=[C:23]([CH:26]2[CH2:27][CH2:28]2)[CH:24]=[CH:25][C:20]=1[O:19][C@H:17]([CH3:18])[CH2:16][CH2:15][O:14][C:11]1[CH:12]=[CH:13][C:8]([CH2:7][CH2:6][C:5]([OH:38])=[O:4])=[C:9]([CH3:37])[CH:10]=1)(=[O:36])[C:30]1[CH:31]=[CH:32][CH:33]=[CH:34][CH:35]=1, predict the reactants needed to synthesize it. The reactants are: [OH-].[Na+].C[O:4][C:5](=[O:38])[CH2:6][CH2:7][C:8]1[CH:13]=[CH:12][C:11]([O:14][CH2:15][CH2:16][C@H:17]([O:19][C:20]2[CH:25]=[CH:24][C:23]([CH:26]3[CH2:28][CH2:27]3)=[CH:22][C:21]=2[C:29](=[O:36])[C:30]2[CH:35]=[CH:34][CH:33]=[CH:32][CH:31]=2)[CH3:18])=[CH:10][C:9]=1[CH3:37].Cl. (5) Given the product [CH3:1][N:2]([CH3:20])[C:3]([C:5]1[N:14]([CH:15]2[CH2:19][CH2:18][CH2:17][CH2:16]2)[C:8]2[N:9]=[C:10]([NH:21][C:22]3[CH:23]=[CH:24][C:25]([C:28]([N:30]4[CH2:35][CH2:34][NH:33][CH2:32][CH2:31]4)=[O:29])=[CH:26][N:27]=3)[N:11]=[CH:12][C:7]=2[CH:6]=1)=[O:4], predict the reactants needed to synthesize it. The reactants are: [CH3:1][N:2]([CH3:20])[C:3]([C:5]1[N:14]([CH:15]2[CH2:19][CH2:18][CH2:17][CH2:16]2)[C:8]2[N:9]=[C:10](Cl)[N:11]=[CH:12][C:7]=2[CH:6]=1)=[O:4].[NH2:21][C:22]1[N:27]=[CH:26][C:25]([C:28]([N:30]2[CH2:35][CH2:34][N:33](C(O)=O)[CH2:32][CH2:31]2)=[O:29])=[CH:24][CH:23]=1. (6) Given the product [CH:1]([C:4]1[CH:5]=[CH:6][C:7]([CH:10]2[CH2:14][O:13][C:12]3[C:15]4[CH2:16][CH2:17][CH2:18][CH2:19][C:20]=4[CH:21]=[C:22]([CH3:23])[C:11]2=3)=[CH:8][CH:9]=1)([CH3:3])[CH3:2], predict the reactants needed to synthesize it. The reactants are: [CH:1]([C:4]1[CH:9]=[CH:8][C:7]([C:10]2[C:11]3[C:22]([CH3:23])=[CH:21][C:20]4[CH2:19][CH2:18][CH2:17][CH2:16][C:15]=4[C:12]=3[O:13][CH:14]=2)=[CH:6][CH:5]=1)([CH3:3])[CH3:2]. (7) Given the product [NH2:39][C:25]1[N:26]=[C:27]([C:29]2[CH:38]=[C:37]3[C:32]([CH2:33][CH2:34][N:35]([C:11]([NH:8][C:5]4[S:6][CH:7]=[C:3]([C:2]([F:10])([F:9])[F:1])[N:4]=4)=[O:12])[CH2:36]3)=[CH:31][CH:30]=2)[CH:28]=[C:23]([N:20]2[CH2:19][CH2:18][N:17]([CH3:16])[CH2:22][CH2:21]2)[N:24]=1, predict the reactants needed to synthesize it. The reactants are: [F:1][C:2]([F:10])([F:9])[C:3]1[N:4]=[C:5]([NH2:8])[S:6][CH:7]=1.[C:11](Cl)(Cl)=[O:12].Cl.[CH3:16][N:17]1[CH2:22][CH2:21][N:20]([C:23]2[CH:28]=[C:27]([C:29]3[CH:38]=[C:37]4[C:32]([CH2:33][CH2:34][NH:35][CH2:36]4)=[CH:31][CH:30]=3)[N:26]=[C:25]([NH2:39])[N:24]=2)[CH2:19][CH2:18]1.